Predict the reaction yield, written as a fraction of the theoretical maximum amount of product (1.0 means a 100% yield; for example, 0.34 means a 34% yield). From a dataset of Reaction yield outcomes from USPTO patents with 853,638 reactions. (1) The reactants are [C:1](=[O:4])([O-])[O-].[K+].[K+].[OH:7][C:8]1[CH:15]=[CH:14][CH:13]=[CH:12][C:9]=1C=O.[F:16][C:17]([F:44])([CH2:40][CH2:41][CH2:42]I)[C:18]([F:39])([F:38])[C:19]([F:37])([F:36])[C:20]([F:35])([F:34])[C:21]([F:33])([F:32])[C:22]([F:31])([F:30])[C:23]([F:29])([F:28])[C:24]([F:27])([F:26])[F:25].O. The catalyst is CN(C=O)C.CCOCC. The product is [F:16][C:17]([F:44])([CH2:40][CH2:41][CH2:42][O:7][C:8]1[CH:9]=[CH:12][C:13]([CH:1]=[O:4])=[CH:14][CH:15]=1)[C:18]([F:38])([F:39])[C:19]([F:36])([F:37])[C:20]([F:34])([F:35])[C:21]([F:32])([F:33])[C:22]([F:31])([F:30])[C:23]([F:29])([F:28])[C:24]([F:27])([F:26])[F:25]. The yield is 0.910. (2) The reactants are [CH3:1][O:2][C:3](=[O:17])[C@@H:4]1[CH2:8][C:7](=O)[CH2:6][N:5]1[C:10]([O:12][C:13]([CH3:16])([CH3:15])[CH3:14])=[O:11].[NH:18]1[CH2:22][CH2:21][CH2:20][CH2:19]1.CC(OCC1C2C(=CC=CC=2)C(COC(C)=O)=C2C=1C=CC=C2)=O.C(O[BH-](OC(=O)C)OC(=O)C)(=O)C.[Na+]. The catalyst is C(Cl)Cl. The product is [CH3:1][O:2][C:3]([CH:4]1[N:5]([C:10]([O:12][C:13]([CH3:16])([CH3:15])[CH3:14])=[O:11])[CH2:6][CH:7]([N:18]2[CH2:22][CH2:21][CH2:20][CH2:19]2)[CH2:8]1)=[O:17]. The yield is 0.810. (3) The reactants are [CH3:1][C:2]1([CH3:24])[C:6]([CH3:8])([CH3:7])[O:5][B:4]([C:9]2[CH:14]=[CH:13][CH:12]=[C:11](B3OC(C)(C)C(C)(C)O3)[CH:10]=2)[O:3]1.Cl[C:26]1[CH:39]=[CH:38][C:37]2[C:28](=[C:29]3[C:34](=[CH:35][CH:36]=2)[CH:33]=[CH:32][CH:31]=[N:30]3)[N:27]=1.C([O-])([O-])=O.[Na+].[Na+].CCO. The catalyst is C1C=CC([P]([Pd]([P](C2C=CC=CC=2)(C2C=CC=CC=2)C2C=CC=CC=2)([P](C2C=CC=CC=2)(C2C=CC=CC=2)C2C=CC=CC=2)[P](C2C=CC=CC=2)(C2C=CC=CC=2)C2C=CC=CC=2)(C2C=CC=CC=2)C2C=CC=CC=2)=CC=1.C1(C)C=CC=CC=1. The product is [CH3:24][C:2]1([CH3:1])[C:6]([CH3:7])([CH3:8])[O:5][B:4]([C:9]2[CH:10]=[C:11]([C:31]3[CH:32]=[CH:33][C:34]4[C:29](=[C:28]5[C:37](=[CH:36][CH:35]=4)[CH:38]=[CH:39][CH:26]=[N:27]5)[N:30]=3)[CH:12]=[CH:13][CH:14]=2)[O:3]1. The yield is 0.410. (4) The reactants are [N:1]1[CH:6]=[CH:5][CH:4]=[CH:3][C:2]=1[CH2:7][NH2:8].C(N(CC)CC)C.CN(C(ON1N=NC2C=CC=NC1=2)=[N+](C)C)C.F[P-](F)(F)(F)(F)F.[CH:40]12[CH2:45][CH:44]1[CH2:43][N:42]([C:46]1[N:51]=[C:50]([NH:52][CH2:53][C:54]3[CH:59]=[CH:58][C:57]([O:60][CH3:61])=[C:56]([Cl:62])[CH:55]=3)[C:49]([C:63](O)=[O:64])=[CH:48][N:47]=1)[CH2:41]2. The catalyst is C1COCC1. The product is [CH:44]12[CH2:45][CH:40]1[CH2:41][N:42]([C:46]1[N:51]=[C:50]([NH:52][CH2:53][C:54]3[CH:59]=[CH:58][C:57]([O:60][CH3:61])=[C:56]([Cl:62])[CH:55]=3)[C:49]([C:63]([NH:8][CH2:7][C:2]3[CH:3]=[CH:4][CH:5]=[CH:6][N:1]=3)=[O:64])=[CH:48][N:47]=1)[CH2:43]2. The yield is 0.240. (5) The reactants are [F:1][C:2]1[CH:3]=[C:4]([C:8]2[CH:9]=[C:10]([CH:14]=[C:15]([O:17][CH3:18])[CH:16]=2)[C:11]([OH:13])=O)[CH:5]=[CH:6][CH:7]=1.C(Cl)(C(Cl)=O)=O.[NH2:25][C:26]1[C:27]([CH3:34])=[C:28]([OH:33])[CH:29]=[CH:30][C:31]=1[F:32].C([O-])([O-])=O.[K+].[K+]. The catalyst is C(Cl)Cl.C1COCC1.O.CN(C=O)C. The product is [F:32][C:31]1[C:26]([NH:25][C:11](=[O:13])[C:10]2[CH:14]=[C:15]([O:17][CH3:18])[CH:16]=[C:8]([C:4]3[CH:5]=[CH:6][CH:7]=[C:2]([F:1])[CH:3]=3)[CH:9]=2)=[C:27]([CH3:34])[C:28]([OH:33])=[CH:29][CH:30]=1. The yield is 0.630.